From a dataset of Forward reaction prediction with 1.9M reactions from USPTO patents (1976-2016). Predict the product of the given reaction. Given the reactants C([O:3][C:4]([C:6]1[O:7][C:8]([C:11]2[N:12]([CH2:24][C:25]3[CH:30]=[CH:29][C:28]([F:31])=[CH:27][CH:26]=3)[C:13]3[C:18]([CH:19]=2)=[CH:17][C:16]([S:20]([CH3:23])(=[O:22])=[O:21])=[CH:15][CH:14]=3)=[CH:9][CH:10]=1)=[O:5])C.Cl, predict the reaction product. The product is: [C:4]([C:6]1[O:7][C:8]([C:11]2[N:12]([CH2:24][C:25]3[CH:26]=[CH:27][C:28]([F:31])=[CH:29][CH:30]=3)[C:13]3[C:18]([CH:19]=2)=[CH:17][C:16]([S:20]([CH3:23])(=[O:22])=[O:21])=[CH:15][CH:14]=3)=[CH:9][CH:10]=1)([OH:5])=[O:3].